From a dataset of hERG potassium channel inhibition data for cardiac toxicity prediction from Karim et al.. Regression/Classification. Given a drug SMILES string, predict its toxicity properties. Task type varies by dataset: regression for continuous values (e.g., LD50, hERG inhibition percentage) or binary classification for toxic/non-toxic outcomes (e.g., AMES mutagenicity, cardiotoxicity, hepatotoxicity). Dataset: herg_karim. The molecule is CN1CCC(N(C)C(=O)N2CC(c3cc(F)ccc3F)=C[C@H]2c2ccccc2)CC1. The result is 1 (blocker).